This data is from Orexin1 receptor HTS with 218,158 compounds and 233 confirmed actives. The task is: Binary Classification. Given a drug SMILES string, predict its activity (active/inactive) in a high-throughput screening assay against a specified biological target. (1) The drug is Clc1cc(N(S(=O)(=O)c2ccc(cc2)C)P(OC(C)C)(OC(C)C)=O)cc(Cl)c1O. The result is 0 (inactive). (2) The drug is S(c1snnc1C)CC(O)=O. The result is 0 (inactive). (3) The drug is Clc1ccc(NC(=S)N2C(CC(OC)=O)C(=O)NCC2)cc1. The result is 0 (inactive). (4) The compound is S(CC(=O)N1CCc2c1cccc2)c1[nH]c(CCC)cc(=O)n1. The result is 0 (inactive). (5) The compound is s1c2c(CCCCC2)cc1C(=O)N(CC(C)C)c1c(n(CCCC)c(=O)[nH]c1=O)N. The result is 0 (inactive).